This data is from Reaction yield outcomes from USPTO patents with 853,638 reactions. The task is: Predict the reaction yield, written as a fraction of the theoretical maximum amount of product (1.0 means a 100% yield; for example, 0.34 means a 34% yield). (1) The catalyst is CN(C=O)C. The reactants are Br[C:2]1[CH:7]=[CH:6][C:5]([F:8])=[CH:4][C:3]=1[C:9]1[N:10]=[N:11][N:12]([CH3:14])[N:13]=1.[C:15]([Cu])#[N:16]. The product is [F:8][C:5]1[CH:6]=[CH:7][C:2]([C:15]#[N:16])=[C:3]([C:9]2[N:10]=[N:11][N:12]([CH3:14])[N:13]=2)[CH:4]=1. The yield is 0.730. (2) The reactants are [ClH:1].Cl.[CH2:3]([O:5][C:6](=[O:9])[CH2:7]N)[CH3:4].[N:10]([O-:12])=O.[Na+]. The catalyst is O. The product is [Cl:1][C:7](=[N:10][OH:12])[C:6]([O:5][CH2:3][CH3:4])=[O:9]. The yield is 0.499. (3) The reactants are [O:1]=[S:2]1(=[O:52])[CH2:7][CH2:6][N:5]([CH2:8][CH2:9][NH:10][C@:11]23[CH2:48][CH2:47][C@@H:46]([C:49]([CH3:51])=[CH2:50])[C@@H:12]2[C@@H:13]2[C@@:26]([CH3:29])([CH2:27][CH2:28]3)[C@@:25]3([CH3:30])[C@@H:16]([C@:17]4([CH3:45])[C@@H:22]([CH2:23][CH2:24]3)[C:21]([CH3:32])([CH3:31])[C:20](/[CH:33]=[CH:34]/[C:35]3[CH:44]=[CH:43][C:38]([C:39]([O:41]C)=[O:40])=[CH:37][CH:36]=3)=[CH:19][CH2:18]4)[CH2:15][CH2:14]2)[CH2:4][CH2:3]1.[OH-].[Na+]. The catalyst is O1CCOCC1.CO. The product is [O:52]=[S:2]1(=[O:1])[CH2:7][CH2:6][N:5]([CH2:8][CH2:9][NH:10][C@:11]23[CH2:48][CH2:47][C@@H:46]([C:49]([CH3:51])=[CH2:50])[C@@H:12]2[C@@H:13]2[C@@:26]([CH3:29])([CH2:27][CH2:28]3)[C@@:25]3([CH3:30])[C@@H:16]([C@:17]4([CH3:45])[C@@H:22]([CH2:23][CH2:24]3)[C:21]([CH3:31])([CH3:32])[C:20](/[CH:33]=[CH:34]/[C:35]3[CH:36]=[CH:37][C:38]([C:39]([OH:41])=[O:40])=[CH:43][CH:44]=3)=[CH:19][CH2:18]4)[CH2:15][CH2:14]2)[CH2:4][CH2:3]1. The yield is 0.350. (4) The reactants are [NH3:1].[Cl:2][C:3]1[C:12]([C:13](Cl)=[O:14])=[C:11]([S:16]([CH3:19])(=[O:18])=[O:17])[CH:10]=[CH:9][C:4]=1[C:5]([O:7][CH3:8])=[O:6]. The catalyst is O1CCOCC1. The product is [NH2:1][C:13]([C:12]1[C:3]([Cl:2])=[C:4]([CH:9]=[CH:10][C:11]=1[S:16]([CH3:19])(=[O:18])=[O:17])[C:5]([O:7][CH3:8])=[O:6])=[O:14]. The yield is 1.00. (5) The yield is 0.550. The reactants are [CH3:1][C:2]1[C:7]([C:8]#N)=[CH:6][N:5]=[CH:4][CH:3]=1.Cl.[OH-:11].[Na+].[CH3:13]COCC. No catalyst specified. The product is [C:8]([C:7]1[CH:6]=[N:5][CH:4]=[CH:3][C:2]=1[CH3:1])(=[O:11])[CH3:13]. (6) The reactants are [CH3:1][O:2][C:3]([NH:5][C@H:6]([C:10]([N:12]1[C@@H:16]([CH3:17])[CH2:15][CH2:14][C@H:13]1[C:18]1[NH:22][C:21]2[C:23]3[C:28]([CH:29]=[CH:30][C:20]=2[N:19]=1)=[CH:27][C:26]1[C:31]2[C:36]([CH2:37][O:38][C:25]=1[CH:24]=3)=[CH:35][C:34]([C:39]1[NH:43][C:42]([C@@H:44]3[CH2:48][C@H:47]([CH2:49][O:50][CH3:51])[CH2:46][N:45]3C(OC(C)(C)C)=O)=[N:41][CH:40]=1)=[CH:33][CH:32]=2)=[O:11])[CH:7]([CH3:9])[CH3:8])=[O:4].Cl.[CH3:60][O:61][C:62]([NH:64][C@@H:65]([C@@H:69]([CH3:72])[CH2:70][CH3:71])[C:66]([OH:68])=O)=[O:63].CN(C(ON1N=NC2C=CC=NC1=2)=[N+](C)C)C.F[P-](F)(F)(F)(F)F.CCN(C(C)C)C(C)C. The catalyst is C(Cl)Cl.CN(C=O)C. The product is [CH3:1][O:2][C:3]([NH:5][C@@H:6]([CH:7]([CH3:9])[CH3:8])[C:10]([N:12]1[C@@H:16]([CH3:17])[CH2:15][CH2:14][C@H:13]1[C:18]1[NH:22][C:21]2[C:23]3[C:28]([CH:29]=[CH:30][C:20]=2[N:19]=1)=[CH:27][C:26]1[C:31]2[C:36]([CH2:37][O:38][C:25]=1[CH:24]=3)=[CH:35][C:34]([C:39]1[NH:43][C:42]([C@@H:44]3[CH2:48][C@H:47]([CH2:49][O:50][CH3:51])[CH2:46][N:45]3[C:66](=[O:68])[C@@H:65]([NH:64][C:62](=[O:63])[O:61][CH3:60])[C@@H:69]([CH3:72])[CH2:70][CH3:71])=[N:41][CH:40]=1)=[CH:33][CH:32]=2)=[O:11])=[O:4]. The yield is 0.590. (7) The product is [CH3:20][O:19][C:17](=[O:18])[CH:13]([NH:12][S:8]([C:5]1[CH:6]=[CH:7][C:2]([Br:1])=[CH:3][CH:4]=1)(=[O:10])=[O:9])[CH:14]([CH3:16])[CH3:15]. The reactants are [Br:1][C:2]1[CH:7]=[CH:6][C:5]([S:8](Cl)(=[O:10])=[O:9])=[CH:4][CH:3]=1.[NH2:12][C@@H:13]([C:17]([O:19][CH3:20])=[O:18])[CH:14]([CH3:16])[CH3:15].CCN(C(C)C)C(C)C. The catalyst is ClCCl. The yield is 0.960.